This data is from Choline transporter screen with 302,306 compounds. The task is: Binary Classification. Given a drug SMILES string, predict its activity (active/inactive) in a high-throughput screening assay against a specified biological target. (1) The molecule is Clc1c(c2oc(cc2)/C=C(\C(=O)Nc2sc3c(n2)cccc3)C#N)cccc1. The result is 0 (inactive). (2) The molecule is N(C1(C(CN(C(C1)C)C)C)CC=C)c1ccccc1. The result is 0 (inactive). (3) The molecule is O(c1nc(OCC)nc2n(ncc12)C)CC. The result is 0 (inactive). (4) The compound is o1c(C(=O)N2CCN(CC2)c2ccccc2)c(NC(=O)CCc2onc(OC)c2)c2c1cccc2. The result is 0 (inactive). (5) The compound is O=c1c(cn(c2c1cccc2)C)c1c(cccc1)C(O)=O. The result is 0 (inactive). (6) The molecule is S(=O)(=O)(N1CC(CCC1)C(=O)NC1C(C(CCC1)C)C)c1cc2CC(N(c2cc1)C(=O)C)C. The result is 1 (active). (7) The molecule is FC(F)(F)c1cc(NC(=O)NCc2cccnc2)ccc1. The result is 0 (inactive). (8) The drug is O(C1C(CCC(C1)C)C(C)C)CC[N+](C)(C)C. The result is 0 (inactive).